From a dataset of Retrosynthesis with 50K atom-mapped reactions and 10 reaction types from USPTO. Predict the reactants needed to synthesize the given product. (1) The reactants are: COC(C)(C)C(=O)O.Cc1cc(C)nc(Sc2ccc(N)cc2)n1. Given the product COC(C)(C)C(=O)Nc1ccc(Sc2nc(C)cc(C)n2)cc1, predict the reactants needed to synthesize it. (2) Given the product COc1ccc(-c2cc3ccc(OC)cc3n2S(=O)(=O)c2ccccc2)c([N+](=O)[O-])c1, predict the reactants needed to synthesize it. The reactants are: CCCC[Sn](CCCC)(CCCC)c1cc2ccc(OC)cc2n1S(=O)(=O)c1ccccc1.COc1ccc(Br)c([N+](=O)[O-])c1.